This data is from Catalyst prediction with 721,799 reactions and 888 catalyst types from USPTO. The task is: Predict which catalyst facilitates the given reaction. (1) Reactant: [NH2:1][C:2]1[N:7]=[C:6](S(C)=O)[C:5]([C:11]#[N:12])=[C:4]([C:13]2[CH:14]=[N:15][CH:16]=[CH:17][CH:18]=2)[N:3]=1.[CH3:19][C:20]1[CH:21]=[C:22]([CH:25]=[CH:26][C:27]=1[CH3:28])[CH2:23][NH2:24]. Product: [NH2:1][C:2]1[N:7]=[C:6]([NH:24][CH2:23][C:22]2[CH:25]=[CH:26][C:27]([CH3:28])=[C:20]([CH3:19])[CH:21]=2)[C:5]([C:11]#[N:12])=[C:4]([C:13]2[CH:14]=[N:15][CH:16]=[CH:17][CH:18]=2)[N:3]=1. The catalyst class is: 57. (2) Reactant: [Cr](O[Cr]([O-])(=O)=O)([O-])(=O)=O.[NH+]1C=CC=CC=1.[NH+]1C=CC=CC=1.[C:22]([O:26][C:27](=[O:55])[NH:28][C@@H:29]1[CH2:35][CH2:34][C@@H:33]([C:36]2[CH:41]=[CH:40][CH:39]=[C:38]([F:42])[C:37]=2[F:43])[CH2:32][NH:31]/[C:30]/1=[N:44]\[CH2:45][CH:46](O)[C:47]1([C:50]([F:53])([F:52])[F:51])[CH2:49][CH2:48]1)([CH3:25])([CH3:24])[CH3:23]. Product: [C:22]([O:26][C:27](=[O:55])[NH:28][C@@H:29]1[CH2:35][CH2:34][C@@H:33]([C:36]2[CH:41]=[CH:40][CH:39]=[C:38]([F:42])[C:37]=2[F:43])[CH2:32][N:31]2[C:46]([C:47]3([C:50]([F:53])([F:52])[F:51])[CH2:49][CH2:48]3)=[CH:45][N:44]=[C:30]12)([CH3:25])([CH3:24])[CH3:23]. The catalyst class is: 10. (3) Reactant: [F:1][C:2]1[CH:7]=[CH:6][C:5]([C:8]2[N:12]([CH3:13])[N:11]=[CH:10][C:9]=2[CH2:14][O:15][C:16]2[CH:47]=[CH:46][C:19]([CH2:20][N:21](S(C3C=CC=CC=3[N+]([O-])=O)(=O)=O)[C:22]3[CH:27]=[CH:26][C:25]([CH2:28][CH2:29][C:30]([O:32][CH3:33])=[O:31])=[CH:24][CH:23]=3)=[CH:18][CH:17]=2)=[CH:4][CH:3]=1.SCC(O)=O.O.[OH-].[Li+].C(=O)([O-])O.[Na+]. Product: [F:1][C:2]1[CH:3]=[CH:4][C:5]([C:8]2[N:12]([CH3:13])[N:11]=[CH:10][C:9]=2[CH2:14][O:15][C:16]2[CH:47]=[CH:46][C:19]([CH2:20][NH:21][C:22]3[CH:27]=[CH:26][C:25]([CH2:28][CH2:29][C:30]([O:32][CH3:33])=[O:31])=[CH:24][CH:23]=3)=[CH:18][CH:17]=2)=[CH:6][CH:7]=1. The catalyst class is: 9. (4) Reactant: [CH3:1][NH:2][S:3](Cl)(=[O:5])=[O:4].[NH2:7][C:8]1[C:9]([C:18]([C:20]2[CH:25]=[CH:24][C:23]([F:26])=[CH:22][CH:21]=2)=O)=[CH:10][CH:11]=[C:12]2[C:17]=1[N:16]=[CH:15][CH:14]=[CH:13]2.[BH4-].[Na+]. Product: [F:26][C:23]1[CH:24]=[CH:25][C:20]([CH:18]2[C:9]3[CH:10]=[CH:11][C:12]4[C:17](=[N:16][CH:15]=[CH:14][CH:13]=4)[C:8]=3[NH:7][S:3](=[O:5])(=[O:4])[N:2]2[CH3:1])=[CH:21][CH:22]=1. The catalyst class is: 17. (5) Reactant: Br[C:2]1[CH:7]=[CH:6][CH:5]=[C:4]([S:8]([CH2:11][CH2:12]Cl)(=[O:10])=[O:9])[CH:3]=1.[CH3:14][C:15]1([CH3:31])[C:19]([CH3:21])([CH3:20])[O:18][B:17]([B:17]2[O:18][C:19]([CH3:21])([CH3:20])[C:15]([CH3:31])([CH3:14])[O:16]2)[O:16]1.C([O-])(=O)C.[K+]. Product: [CH3:14][C:15]1([CH3:31])[C:19]([CH3:21])([CH3:20])[O:18][B:17]([C:2]2[CH:7]=[CH:6][CH:5]=[C:4]([S:8]([CH:11]=[CH2:12])(=[O:10])=[O:9])[CH:3]=2)[O:16]1. The catalyst class is: 368.